Dataset: Forward reaction prediction with 1.9M reactions from USPTO patents (1976-2016). Task: Predict the product of the given reaction. (1) Given the reactants CS([CH2:5][CH2:6][C:7]1[CH:15]=[C:14]2[C:10]([CH:11]=[CH:12][NH:13]2)=[CH:9][CH:8]=1)(=O)=O.[CH2:16]([NH:18][CH2:19][CH3:20])[CH3:17], predict the reaction product. The product is: [CH2:16]([N:18]([CH2:19][CH3:20])[CH2:5][CH2:6][C:7]1[CH:15]=[C:14]2[C:10]([CH:11]=[CH:12][NH:13]2)=[CH:9][CH:8]=1)[CH3:17]. (2) The product is: [Cl:1][C:2]1[C:3]([O:18][CH:34]2[CH2:39][CH2:38][N:37]([C:40]([O:42][C:43]([CH3:46])([CH3:45])[CH3:44])=[O:41])[CH2:36][CH2:35]2)=[CH:4][C:5](=[O:17])[N:6]([C:8]2[CH:15]=[CH:14][C:11]([C:12]#[N:13])=[C:10]([F:16])[CH:9]=2)[CH:7]=1. Given the reactants [Cl:1][C:2]1[C:3]([OH:18])=[CH:4][C:5](=[O:17])[N:6]([C:8]2[CH:15]=[CH:14][C:11]([C:12]#[N:13])=[C:10]([F:16])[CH:9]=2)[CH:7]=1.OC1C(C#N)=CNC(=O)C=1.CS(O[CH:34]1[CH2:39][CH2:38][N:37]([C:40]([O:42][C:43]([CH3:46])([CH3:45])[CH3:44])=[O:41])[CH2:36][CH2:35]1)(=O)=O.C(C1C=NC(N2CCC(CS([O-])(=O)=O)CC2)=NC=1)CC, predict the reaction product.